Dataset: Cav3 T-type calcium channel HTS with 100,875 compounds. Task: Binary Classification. Given a drug SMILES string, predict its activity (active/inactive) in a high-throughput screening assay against a specified biological target. The drug is O(C1CCN(CC1)C)C(=O)c1ccc(OC)cc1. The result is 0 (inactive).